This data is from Catalyst prediction with 721,799 reactions and 888 catalyst types from USPTO. The task is: Predict which catalyst facilitates the given reaction. (1) Reactant: [CH3:1][O:2][C:3](=[O:13])[C:4]1[CH:9]=[C:8]([CH:10]=[O:11])[CH:7]=[CH:6][C:5]=1[OH:12].CCN(CC)CC.[O:21](S(C(F)(F)F)(=O)=O)[S:22]([C:25]([F:28])([F:27])[F:26])(=O)=[O:23].[NH4+].[Cl-]. The catalyst class is: 64. Product: [CH3:1][O:2][C:3](=[O:13])[C:4]1[CH:9]=[C:8]([CH:10]=[O:11])[CH:7]=[CH:6][C:5]=1[O:12][S:22]([C:25]([F:28])([F:27])[F:26])(=[O:23])=[O:21]. (2) Reactant: [C:1](#[N:6])[CH2:2][CH2:3][CH2:4][CH3:5].[CH3:7][N:8]([CH3:11])[CH:9]=O.C(OC(N(C)C)N(C)C)(C)(C)C. Product: [CH3:7][N:8](/[CH:9]=[C:2](\[CH2:3][CH2:4][CH3:5])/[C:1]#[N:6])[CH3:11]. The catalyst class is: 13. (3) Reactant: [Br:1][C:2]1[C:15]2[C:16]3=[C:17]4[C:12](=[CH:13][CH:14]=2)[CH:11]=[CH:10][C:9](Br)=[C:8]4[CH:7]=[CH:6][C:5]3=[CH:4][CH:3]=1.[C:19]1([C:28]2[CH:33]=[CH:32][CH:31]=[CH:30][CH:29]=2)[CH:24]=[CH:23][CH:22]=[C:21](B(O)O)[CH:20]=1.C([O-])([O-])=O.[K+].[K+]. Product: [C:19]1([C:28]2[CH:29]=[CH:30][CH:31]=[CH:32][CH:33]=2)[CH:24]=[CH:23][CH:22]=[C:21]([C:9]2[C:8]3[C:17]4=[C:16]5[C:5](=[CH:6][CH:7]=3)[CH:4]=[CH:3][C:2]([Br:1])=[C:15]5[CH:14]=[CH:13][C:12]4=[CH:11][CH:10]=2)[CH:20]=1. The catalyst class is: 70. (4) Reactant: [CH3:1][O:2][CH2:3][N:4]1[C:8]2[CH:9]=[CH:10][C:11]([CH:13]([CH3:21])[C:14]([O:16]C(C)(C)C)=[O:15])=[CH:12][C:7]=2[S:6][C:5]1=[O:22].FC(F)(F)C(O)=O. Product: [CH3:1][O:2][CH2:3][N:4]1[C:8]2[CH:9]=[CH:10][C:11]([CH:13]([CH3:21])[C:14]([OH:16])=[O:15])=[CH:12][C:7]=2[S:6][C:5]1=[O:22]. The catalyst class is: 4. (5) Reactant: Cl.[N:2]1[CH:7]=[CH:6][N:5]=[CH:4][C:3]=1[C:8]1[C:9](=[O:15])[NH:10][C:11](=[O:14])[NH:12][CH:13]=1.C([O-])([O-])=O.[K+].[K+].Br[CH2:23][CH2:24][CH:25]([O:28][CH3:29])[O:26][CH3:27].O. Product: [CH3:27][O:26][CH:25]([O:28][CH3:29])[CH2:24][CH2:23][N:12]1[CH:13]=[C:8]([C:3]2[CH:4]=[N:5][CH:6]=[CH:7][N:2]=2)[C:9](=[O:15])[NH:10][C:11]1=[O:14]. The catalyst class is: 3. (6) Reactant: [F:1][C:2]([F:21])([F:20])[C:3]1[CH:19]=[CH:18][C:6]2[N:7]=[C:8]([N:10]3[CH2:15][CH2:14][CH:13]([C:16]#[N:17])[CH2:12][CH2:11]3)[S:9][C:5]=2[CH:4]=1.C[Si]([N-][Si](C)(C)C)(C)C.[Li+].Br[CH2:33][CH2:34][O:35][Si:36]([C:39]([CH3:42])([CH3:41])[CH3:40])([CH3:38])[CH3:37]. The catalyst class is: 334. Product: [Si:36]([O:35][CH2:34][CH2:33][C:13]1([C:16]#[N:17])[CH2:14][CH2:15][N:10]([C:8]2[S:9][C:5]3[CH:4]=[C:3]([C:2]([F:1])([F:20])[F:21])[CH:19]=[CH:18][C:6]=3[N:7]=2)[CH2:11][CH2:12]1)([C:39]([CH3:42])([CH3:41])[CH3:40])([CH3:38])[CH3:37]. (7) Reactant: [CH:1]([NH:4][C:5]1[N:6]=[C:7]2[CH:13]=[CH:12][NH:11][C:8]2=[N:9][CH:10]=1)([CH3:3])[CH3:2].[I:14]N1C(=O)CCC1=O. Product: [I:14][C:13]1[C:7]2[C:8](=[N:9][CH:10]=[C:5]([NH:4][CH:1]([CH3:3])[CH3:2])[N:6]=2)[NH:11][CH:12]=1. The catalyst class is: 3. (8) Reactant: C(OC([NH:8][C@H:9]1[CH2:14][C@@H:13]([CH3:15])[CH2:12][N:11]([C:16]2[CH:21]=[CH:20][N:19]=[CH:18][C:17]=2[NH:22][C:23]([C:25]2[C:34]([NH:35]C(=O)OCC3C=CC=CC=3)=[CH:33][C:32]3[C:27](=[CH:28][C:29]([N:46]4[CH2:51][CH2:50][N:49]([CH3:52])[CH2:48][CH2:47]4)=[CH:30][CH:31]=3)[N:26]=2)=[O:24])[CH2:10]1)=O)(C)(C)C.Br. Product: [NH2:35][C:34]1[C:25]([C:23]([NH:22][C:17]2[CH:18]=[N:19][CH:20]=[CH:21][C:16]=2[N:11]2[CH2:12][C@H:13]([CH3:15])[CH2:14][C@H:9]([NH2:8])[CH2:10]2)=[O:24])=[N:26][C:27]2[C:32]([CH:33]=1)=[CH:31][CH:30]=[C:29]([N:46]1[CH2:51][CH2:50][N:49]([CH3:52])[CH2:48][CH2:47]1)[CH:28]=2. The catalyst class is: 52. (9) Reactant: [CH3:1][C:2]1[N:3]=[C:4]([C:13]2[CH:18]=[CH:17][CH:16]=[CH:15][CH:14]=2)[N:5]2[C:10]=1[CH:9]=[N:8][C:7](SC)=[N:6]2.CC1N=C(C2C=CC=CC=2)N2C=1C=NC(S(C)(=O)=[O:30])=N2.Cl.[CH:40]1([NH2:46])[CH2:45][CH2:44]C[CH2:42][CH2:41]1.C(N(CC)CC)C. Product: [CH3:1][C:2]1[N:3]=[C:4]([C:13]2[CH:18]=[CH:17][CH:16]=[CH:15][CH:14]=2)[N:5]2[C:10]=1[CH:9]=[N:8][C:7]([NH:46][CH:40]1[CH2:45][CH2:44][O:30][CH2:42][CH2:41]1)=[N:6]2. The catalyst class is: 8. (10) Reactant: [CH3:1][S:2](Cl)(=[O:4])=[O:3].[CH2:6]([O:8][CH:9]([O:19][CH2:20][CH3:21])[C:10]1[CH:11]=[C:12]([CH2:16][CH2:17][OH:18])[CH:13]=[CH:14][CH:15]=1)[CH3:7].C(N(CC)CC)C. Product: [CH3:1][S:2]([O:18][CH2:17][CH2:16][C:12]1[CH:13]=[CH:14][CH:15]=[C:10]([CH:9]([O:8][CH2:6][CH3:7])[O:19][CH2:20][CH3:21])[CH:11]=1)(=[O:4])=[O:3]. The catalyst class is: 4.